From a dataset of Reaction yield outcomes from USPTO patents with 853,638 reactions. Predict the reaction yield, written as a fraction of the theoretical maximum amount of product (1.0 means a 100% yield; for example, 0.34 means a 34% yield). (1) The reactants are [S:1]1[CH2:5][C@@H:4]([CH2:6][OH:7])[NH:3][CH2:2]1.[Cl:8][CH2:9][CH:10]1[CH2:12]O1. The product is [Cl:8][CH2:9][CH:10]1[O:7][CH2:6][C@@H:4]2[CH2:5][S:1][CH2:2][N:3]2[CH2:12]1. The yield is 0.0240. No catalyst specified. (2) The reactants are [C:1](=O)([O-])[O-].[K+].[K+].I[CH2:8][CH3:9].[CH2:10]([O:14][C:15]1[CH:16]=[C:17]([CH2:33][CH2:34][C:35]([O:37][CH3:38])=[O:36])[CH:18]=[CH:19][C:20]=1[CH2:21][CH2:22][CH2:23][C:24]1[CH:29]=[CH:28][C:27]([OH:30])=[C:26]([O:31][CH3:32])[CH:25]=1)[CH2:11][CH2:12][CH3:13]. The catalyst is C(C(C)=O)C.C(OCC)(=O)C. The product is [CH2:8]([O:30][C:27]1[CH:28]=[CH:29][C:24]([CH2:23][CH2:22][CH2:21][C:20]2[CH:19]=[CH:18][C:17]([CH2:33][CH2:34][C:35]([O:37][CH2:38][CH3:1])=[O:36])=[CH:16][C:15]=2[O:14][CH2:10][CH2:11][CH2:12][CH3:13])=[CH:25][C:26]=1[O:31][CH3:32])[CH3:9]. The yield is 0.930.